From a dataset of Peptide-MHC class II binding affinity with 134,281 pairs from IEDB. Regression. Given a peptide amino acid sequence and an MHC pseudo amino acid sequence, predict their binding affinity value. This is MHC class II binding data. (1) The peptide sequence is LDEVYNAAYNAADHA. The MHC is DRB1_0301 with pseudo-sequence DRB1_0301. The binding affinity (normalized) is 0.0620. (2) The peptide sequence is MLGARYLEFEALGFL. The MHC is HLA-DQA10501-DQB10402 with pseudo-sequence HLA-DQA10501-DQB10402. The binding affinity (normalized) is 0.413.